The task is: Regression. Given two drug SMILES strings and cell line genomic features, predict the synergy score measuring deviation from expected non-interaction effect.. This data is from NCI-60 drug combinations with 297,098 pairs across 59 cell lines. (1) Drug 1: CNC(=O)C1=CC=CC=C1SC2=CC3=C(C=C2)C(=NN3)C=CC4=CC=CC=N4. Drug 2: C1=C(C(=O)NC(=O)N1)N(CCCl)CCCl. Cell line: HOP-92. Synergy scores: CSS=29.9, Synergy_ZIP=-8.21, Synergy_Bliss=-4.34, Synergy_Loewe=-4.89, Synergy_HSA=-4.87. (2) Drug 1: CN(C)N=NC1=C(NC=N1)C(=O)N. Drug 2: C(CC(=O)O)C(=O)CN.Cl. Cell line: MDA-MB-435. Synergy scores: CSS=-4.38, Synergy_ZIP=1.75, Synergy_Bliss=-3.12, Synergy_Loewe=-8.48, Synergy_HSA=-7.72. (3) Cell line: A498. Drug 1: CN(C)C1=NC(=NC(=N1)N(C)C)N(C)C. Synergy scores: CSS=-3.93, Synergy_ZIP=1.75, Synergy_Bliss=3.29, Synergy_Loewe=-8.00, Synergy_HSA=-2.77. Drug 2: C1CN(CCN1C(=O)CCBr)C(=O)CCBr. (4) Drug 1: CC=C1C(=O)NC(C(=O)OC2CC(=O)NC(C(=O)NC(CSSCCC=C2)C(=O)N1)C(C)C)C(C)C. Drug 2: C1=CN(C=N1)CC(O)(P(=O)(O)O)P(=O)(O)O. Cell line: NCI-H522. Synergy scores: CSS=19.6, Synergy_ZIP=0.435, Synergy_Bliss=2.10, Synergy_Loewe=-29.3, Synergy_HSA=1.66. (5) Drug 1: C1CC(=O)NC(=O)C1N2CC3=C(C2=O)C=CC=C3N. Drug 2: CC1C(C(CC(O1)OC2CC(CC3=C2C(=C4C(=C3O)C(=O)C5=C(C4=O)C(=CC=C5)OC)O)(C(=O)C)O)N)O.Cl. Cell line: ACHN. Synergy scores: CSS=36.7, Synergy_ZIP=7.97, Synergy_Bliss=11.2, Synergy_Loewe=1.93, Synergy_HSA=11.6. (6) Drug 1: C1CCC(CC1)NC(=O)N(CCCl)N=O. Drug 2: CC1=C(C(CCC1)(C)C)C=CC(=CC=CC(=CC(=O)O)C)C. Cell line: LOX IMVI. Synergy scores: CSS=38.7, Synergy_ZIP=-5.63, Synergy_Bliss=-2.46, Synergy_Loewe=0.925, Synergy_HSA=1.58. (7) Drug 1: CN(C)C1=NC(=NC(=N1)N(C)C)N(C)C. Drug 2: CN(C(=O)NC(C=O)C(C(C(CO)O)O)O)N=O. Cell line: CCRF-CEM. Synergy scores: CSS=-10.3, Synergy_ZIP=1.08, Synergy_Bliss=-7.33, Synergy_Loewe=-9.23, Synergy_HSA=-10.2. (8) Drug 1: CC1=C2C(C(=O)C3(C(CC4C(C3C(C(C2(C)C)(CC1OC(=O)C(C(C5=CC=CC=C5)NC(=O)C6=CC=CC=C6)O)O)OC(=O)C7=CC=CC=C7)(CO4)OC(=O)C)O)C)OC(=O)C. Drug 2: COCCOC1=C(C=C2C(=C1)C(=NC=N2)NC3=CC=CC(=C3)C#C)OCCOC. Cell line: OVCAR3. Synergy scores: CSS=67.6, Synergy_ZIP=0.947, Synergy_Bliss=0.288, Synergy_Loewe=3.58, Synergy_HSA=6.32.